This data is from Catalyst prediction with 721,799 reactions and 888 catalyst types from USPTO. The task is: Predict which catalyst facilitates the given reaction. (1) Reactant: [NH2:1][C:2]1[CH:26]=[C:25]([Cl:27])[CH:24]=[CH:23][C:3]=1[CH2:4][NH:5][C:6]1[CH:11]=[C:10]([O:12][CH2:13][C:14]2[C:19]([F:20])=[CH:18][CH:17]=[CH:16][N:15]=2)[C:9]([I:21])=[CH:8][C:7]=1[CH3:22].C1N=CN([C:33](N2C=NC=C2)=[O:34])C=1.C1CCN2C(=NCCC2)CC1. Product: [Cl:27][C:25]1[CH:26]=[C:2]2[C:3]([CH2:4][N:5]([C:6]3[CH:11]=[C:10]([O:12][CH2:13][C:14]4[C:19]([F:20])=[CH:18][CH:17]=[CH:16][N:15]=4)[C:9]([I:21])=[CH:8][C:7]=3[CH3:22])[C:33](=[O:34])[NH:1]2)=[CH:23][CH:24]=1. The catalyst class is: 10. (2) Reactant: C(N(CC)C(C)C)(C)C.[S:10]1[C:14]2[CH:15]=[CH:16][CH:17]=[CH:18][C:13]=2[CH:12]=[C:11]1[C:19]([NH:21][C:22]1([C:28]([NH:30][C@H:31]([CH2:36][OH:37])[CH2:32][CH2:33][S:34][CH3:35])=[O:29])[CH2:27][CH2:26][CH2:25][CH2:24][CH2:23]1)=[O:20]. Product: [S:10]1[C:14]2[CH:15]=[CH:16][CH:17]=[CH:18][C:13]=2[CH:12]=[C:11]1[C:19]([NH:21][C:22]1([C:28]([NH:30][C@H:31]([CH:36]=[O:37])[CH2:32][CH2:33][S:34][CH3:35])=[O:29])[CH2:27][CH2:26][CH2:25][CH2:24][CH2:23]1)=[O:20]. The catalyst class is: 549. (3) Reactant: Br[C:2]1[CH:3]=[C:4]([CH3:10])[C:5]([O:8][CH3:9])=[N:6][CH:7]=1.[NH:11]1[CH2:21][CH2:20][CH:14]([C:15]([O:17][CH2:18][CH3:19])=[O:16])[CH2:13][CH2:12]1.CC(C)([O-])C.[Na+]. Product: [CH2:18]([O:17][C:15]([CH:14]1[CH2:20][CH2:21][N:11]([C:2]2[CH:7]=[N:6][C:5]([O:8][CH3:9])=[C:4]([CH3:10])[CH:3]=2)[CH2:12][CH2:13]1)=[O:16])[CH3:19]. The catalyst class is: 11. (4) Reactant: [F:1][C:2]1[CH:7]=[CH:6][CH:5]=[C:4]([F:8])[C:3]=1[NH:9][C:10]([C:12]1[CH:16]=[CH:15][N:14]([CH2:17][C:18]2[CH:23]=[CH:22][CH:21]=[CH:20][C:19]=2[O:24]CC2C=CC=CC=2)[N:13]=1)=[O:11].C([O-])=O.[NH4+]. Product: [F:8][C:4]1[CH:5]=[CH:6][CH:7]=[C:2]([F:1])[C:3]=1[NH:9][C:10]([C:12]1[CH:16]=[CH:15][N:14]([CH2:17][C:18]2[CH:23]=[CH:22][CH:21]=[CH:20][C:19]=2[OH:24])[N:13]=1)=[O:11]. The catalyst class is: 29. (5) Reactant: CC([O:4][C:5]([CH2:7][CH2:8][CH2:9]/[CH:10]=[CH:11]\[CH2:12][C@@H:13]1[C@@H:17]([CH2:18][CH2:19][C@@H:20]([OH:29])[CH2:21][CH2:22][C:23]2[CH:28]=[CH:27][CH:26]=[CH:25][CH:24]=2)[C@H:16]([OH:30])[CH2:15][C@@H:14]1[OH:31])=O)C.[C:32]([O:39][CH2:40][C:41]1[CH:42]=[N:43][C:44]([CH3:57])=[C:45]([OH:56])[C:46]=1[CH2:47][O:48][C:49](=[O:55])[CH2:50][CH2:51][CH2:52][C:53]#[CH:54])(=[O:38])[CH2:33][CH2:34][CH2:35][C:36]#[CH:37].CN(C(ON1N=NC2C=CC=CC1=2)=[N+](C)C)C.F[P-](F)(F)(F)(F)F.CCN(CC)CC. Product: [C:32]([O:39][CH2:40][C:41]1[CH:42]=[N:43][C:44]([CH3:57])=[C:45]([O:56][C:5](=[O:4])[CH2:7][CH2:8][CH2:9]/[CH:10]=[CH:11]\[CH2:12][C@H:13]2[C@@H:14]([OH:31])[CH2:15][C@@H:16]([OH:30])[C@@H:17]2[CH2:18][CH2:19][C@@H:20]([OH:29])[CH2:21][CH2:22][C:23]2[CH:24]=[CH:25][CH:26]=[CH:27][CH:28]=2)[C:46]=1[CH2:47][O:48][C:49](=[O:55])[CH2:50][CH2:51][CH2:52][C:53]#[CH:54])(=[O:38])[CH2:33][CH2:34][CH2:35][C:36]#[CH:37]. The catalyst class is: 2.